Dataset: Reaction yield outcomes from USPTO patents with 853,638 reactions. Task: Predict the reaction yield, written as a fraction of the theoretical maximum amount of product (1.0 means a 100% yield; for example, 0.34 means a 34% yield). (1) The reactants are N[C@H](C(O)=O)CS.C1(=O)NC(=O)C=C1.[OH:15][C:16]([CH2:18][CH2:19][CH2:20][CH2:21][C@H:22]1[C@@H:30]2[C@@H:25]([NH:26][C:27]([NH:29]2)=[O:28])[CH2:24][S:23]1)=[O:17]. No catalyst specified. The product is [OH:17][C:16]([CH2:18][CH2:19][CH2:20][CH2:21][C@H:22]1[C@@H:30]2[C@@H:25]([NH:26][C:27]([NH:29]2)=[O:28])[CH2:24][S:23]1)=[O:15]. The yield is 1.00. (2) The reactants are C(OC(=O)CNC[C:8]([C:10]1[C:15]([OH:16])=[CH:14][CH:13]=[CH:12][N:11]=1)=[O:9])C.[OH2:18].[OH-:19].[Na+]. The catalyst is C1COCC1.C(Cl)(Cl)Cl.C(O)(C)C. The product is [OH:16][C:15]1[C:10]([C:8]([N:11]([CH2:10][C:8]([OH:19])=[O:18])[CH3:12])=[O:9])=[N:11][CH:12]=[CH:13][CH:14]=1. The yield is 0.850. (3) The reactants are CNCC(O)=O.C([O:9][C:10](=[O:43])[C:11]([NH:35]C(OC(C)(C)C)=O)([CH2:25][CH2:26][N:27]([CH2:29][C:30]([O:32]CC)=[O:31])[CH3:28])[CH2:12][CH2:13][CH2:14][CH2:15][B:16]1[O:20]C(C)(C)C(C)(C)[O:17]1)C.[ClH:44]. The catalyst is O. The product is [ClH:44].[ClH:44].[NH2:35][C:11]([CH2:25][CH2:26][N:27]([CH2:29][C:30]([OH:32])=[O:31])[CH3:28])([CH2:12][CH2:13][CH2:14][CH2:15][B:16]([OH:20])[OH:17])[C:10]([OH:43])=[O:9]. The yield is 0.760. (4) The reactants are Br[C:2]1[CH:3]=[C:4]([F:9])[C:5]([F:8])=[N:6][CH:7]=1.CC1(C)C(C)(C)OB([C:18]2[CH:19]=[N:20][N:21](C(OC(C)(C)C)=O)[CH:22]=2)O1.C([O-])([O-])=O.[Na+].[Na+]. The catalyst is O1CCOCC1.C1C=CC([P]([Pd]([P](C2C=CC=CC=2)(C2C=CC=CC=2)C2C=CC=CC=2)([P](C2C=CC=CC=2)(C2C=CC=CC=2)C2C=CC=CC=2)[P](C2C=CC=CC=2)(C2C=CC=CC=2)C2C=CC=CC=2)(C2C=CC=CC=2)C2C=CC=CC=2)=CC=1. The product is [F:8][C:5]1[C:4]([F:9])=[CH:3][C:2]([C:18]2[CH:19]=[N:20][NH:21][CH:22]=2)=[CH:7][N:6]=1. The yield is 0.535. (5) The reactants are [N:1]1[CH:6]=[CH:5][CH:4]=[CH:3][C:2]=1[CH2:7][OH:8].[H-].[Na+].Cl[C:12]1[N:13]=[CH:14][C:15]([C:18]([NH:20][C:21]2[CH:26]=[C:25]([C:27]([NH:29][CH:30]3[CH2:32][CH2:31]3)=[O:28])[CH:24]=[CH:23][C:22]=2[CH3:33])=[O:19])=[N:16][CH:17]=1. The catalyst is CN1C(=O)CCC1. The product is [CH:30]1([NH:29][C:27]([C:25]2[CH:24]=[CH:23][C:22]([CH3:33])=[C:21]([NH:20][C:18]([C:15]3[CH:14]=[N:13][C:12]([O:8][CH2:7][C:2]4[CH:3]=[CH:4][CH:5]=[CH:6][N:1]=4)=[CH:17][N:16]=3)=[O:19])[CH:26]=2)=[O:28])[CH2:32][CH2:31]1. The yield is 0.200.